From a dataset of Forward reaction prediction with 1.9M reactions from USPTO patents (1976-2016). Predict the product of the given reaction. The product is: [N:2]1([C:8]2[N:13]=[CH:12][C:11]([NH:14][C:15]([C:17]3[O:21][C:20]([NH:22][C:23]4[CH:24]=[C:25]([CH:33]=[CH:34][CH:35]=4)[C:26]([OH:28])=[O:27])=[N:19][N:18]=3)=[O:16])=[CH:10][CH:9]=2)[CH2:7][CH2:6][O:5][CH2:4][CH2:3]1. Given the reactants Cl.[N:2]1([C:8]2[N:13]=[CH:12][C:11]([NH:14][C:15]([C:17]3[O:21][C:20]([NH:22][C:23]4[CH:24]=[C:25]([CH:33]=[CH:34][CH:35]=4)[C:26]([O:28]C(C)(C)C)=[O:27])=[N:19][N:18]=3)=[O:16])=[CH:10][CH:9]=2)[CH2:7][CH2:6][O:5][CH2:4][CH2:3]1, predict the reaction product.